From a dataset of Reaction yield outcomes from USPTO patents with 853,638 reactions. Predict the reaction yield, written as a fraction of the theoretical maximum amount of product (1.0 means a 100% yield; for example, 0.34 means a 34% yield). (1) The reactants are [OH-].[Na+].[C@@H]1([N:12]2[CH:19]=[CH:18][C:16](=[O:17])[NH:15][C:13]2=[S:14])O[C@H](CO)[C@@H](O)[C@H]1O.CI.[C:22](O)(=O)C. The catalyst is O.C1COCC1. The product is [CH3:22][S:14][C:13]1[NH:15][C:16](=[O:17])[CH:18]=[CH:19][N:12]=1. The yield is 0.670. (2) The reactants are C[Si]([C:5]#[N:6])(C)C.[NH2:7][C:8]1[CH:13]=[CH:12][C:11]([CH3:14])=[CH:10][CH:9]=1.[Cl:15][CH2:16][C:17]([CH2:19][Cl:20])=O. The catalyst is C(OCC)(=O)C. The product is [Cl:15][CH2:16][C:17]([CH2:19][Cl:20])([NH:7][C:8]1[CH:13]=[CH:12][C:11]([CH3:14])=[CH:10][CH:9]=1)[C:5]#[N:6]. The yield is 0.790.